From a dataset of Catalyst prediction with 721,799 reactions and 888 catalyst types from USPTO. Predict which catalyst facilitates the given reaction. (1) Reactant: [F:1][C:2]1[C:7]([CH:8]2[CH2:13][CH2:12][NH:11][CH2:10][CH2:9]2)=[CH:6][CH:5]=[CH:4][C:3]=1[C:14](=[O:16])[CH3:15].C(=O)([O-])[O-].[K+].[K+].Br[CH2:24][CH2:25][O:26][CH3:27]. Product: [F:1][C:2]1[C:7]([CH:8]2[CH2:9][CH2:10][N:11]([CH2:24][CH2:25][O:26][CH3:27])[CH2:12][CH2:13]2)=[CH:6][CH:5]=[CH:4][C:3]=1[C:14](=[O:16])[CH3:15]. The catalyst class is: 10. (2) Reactant: [CH2:1]([O:3][C:4]([C:6]1[S:7][C:8]2[CH:14]=[C:13]([C:15]([OH:17])=O)[CH:12]=[CH:11][C:9]=2[CH:10]=1)=[O:5])[CH3:2].C[CH2:19][N:20]=C=NCCCN(C)C.[CH3:29]CN(CC)CC.[OH2:36]. Product: [CH3:29][O:36][N:20]([CH3:19])[C:15]([C:13]1[CH:12]=[CH:11][C:9]2[CH:10]=[C:6]([C:4]([O:3][CH2:1][CH3:2])=[O:5])[S:7][C:8]=2[CH:14]=1)=[O:17]. The catalyst class is: 3. (3) Reactant: [NH2:1][C:2]1[N:3]=[CH:4][C:5]([C:18]2[CH:19]=[N:20][N:21]([CH:23]3[CH2:28][CH2:27][N:26](C(OC(C)(C)C)=O)[CH2:25][CH2:24]3)[CH:22]=2)=[C:6]2[C:10]([Cl:11])=[C:9]([C:12]3[CH:17]=[CH:16][CH:15]=[CH:14][CH:13]=3)[O:8][C:7]=12.Cl. Product: [ClH:11].[Cl:11][C:10]1[C:6]2[C:7](=[C:2]([NH2:1])[N:3]=[CH:4][C:5]=2[C:18]2[CH:19]=[N:20][N:21]([CH:23]3[CH2:24][CH2:25][NH:26][CH2:27][CH2:28]3)[CH:22]=2)[O:8][C:9]=1[C:12]1[CH:17]=[CH:16][CH:15]=[CH:14][CH:13]=1. The catalyst class is: 2. (4) Reactant: [NH2:1][C:2]1[CH:17]=[CH:16][C:5]2[N:6]([C:10](=[O:15])[C:11]([F:14])([F:13])[F:12])[CH2:7][CH2:8][O:9][C:4]=2[CH:3]=1.[S-:18][C:19]#[N:20].[K+].BrBr.[NH4+].[OH-]. Product: [NH2:20][C:19]1[S:18][C:17]2=[CH:16][C:5]3[N:6]([C:10](=[O:15])[C:11]([F:14])([F:13])[F:12])[CH2:7][CH2:8][O:9][C:4]=3[CH:3]=[C:2]2[N:1]=1. The catalyst class is: 52. (5) Reactant: [N+:1]([C:4]1[O:8][C:7]([C:9](Cl)=[O:10])=[CH:6][CH:5]=1)([O-:3])=[O:2].[CH3:12][O:13][C:14]1[C:21]([O:22][CH3:23])=[CH:20][CH:19]=[CH:18][C:15]=1[CH2:16][NH2:17]. Product: [CH3:12][O:13][C:14]1[C:21]([O:22][CH3:23])=[CH:20][CH:19]=[CH:18][C:15]=1[CH2:16][NH:17][C:9]([C:7]1[O:8][C:4]([N+:1]([O-:3])=[O:2])=[CH:5][CH:6]=1)=[O:10]. The catalyst class is: 624. (6) Reactant: [CH3:1][Si:2]([C:5]#[CH:6])([CH3:4])[CH3:3].[C:7]1([S:13]([NH:16][C:17]2[C:22](I)=[CH:21][C:20]([S:24][CH3:25])=[CH:19][N:18]=2)(=[O:15])=[O:14])[CH:12]=[CH:11][CH:10]=[CH:9][CH:8]=1.C(N(CC)CC)C.O1CCOCC1. Product: [C:7]1([S:13]([N:16]2[C:17]3=[N:18][CH:19]=[C:20]([S:24][CH3:25])[CH:21]=[C:22]3[CH:6]=[C:5]2[Si:2]([CH3:4])([CH3:3])[CH3:1])(=[O:14])=[O:15])[CH:8]=[CH:9][CH:10]=[CH:11][CH:12]=1. The catalyst class is: 84.